Dataset: Peptide-MHC class I binding affinity with 185,985 pairs from IEDB/IMGT. Task: Regression. Given a peptide amino acid sequence and an MHC pseudo amino acid sequence, predict their binding affinity value. This is MHC class I binding data. (1) The peptide sequence is LPSIPVHPI. The MHC is HLA-B54:01 with pseudo-sequence HLA-B54:01. The binding affinity (normalized) is 0.664. (2) The peptide sequence is TPEGIIPTLF. The MHC is HLA-B07:02 with pseudo-sequence HLA-B07:02. The binding affinity (normalized) is 0.382. (3) The binding affinity (normalized) is 0. The peptide sequence is VDSSQGSEY. The MHC is HLA-A23:01 with pseudo-sequence HLA-A23:01.